Dataset: Forward reaction prediction with 1.9M reactions from USPTO patents (1976-2016). Task: Predict the product of the given reaction. (1) Given the reactants [Cl:1][C:2]1[CH:11]=[C:10]([Cl:12])[CH:9]=[CH:8][C:3]=1[C:4]([O:6][CH3:7])=[O:5].[B:13]1([B:13]2[O:17][C:16]([CH3:19])([CH3:18])[C:15]([CH3:21])([CH3:20])[O:14]2)[O:17][C:16]([CH3:19])([CH3:18])[C:15]([CH3:21])([CH3:20])[O:14]1.C(C1C=CN=C(C2C=C(C(C)(C)C)C=CN=2)C=1)(C)(C)C, predict the reaction product. The product is: [Cl:1][C:2]1[CH:11]=[C:10]([Cl:12])[C:9]([B:13]2[O:17][C:16]([CH3:19])([CH3:18])[C:15]([CH3:21])([CH3:20])[O:14]2)=[CH:8][C:3]=1[C:4]([O:6][CH3:7])=[O:5]. (2) Given the reactants [CH2:1]([NH:8][C:9]1[N:14]2[N:15]=[CH:16][C:17]([C:18](O)=[O:19])=[C:13]2[N:12]=[CH:11][C:10]=1[C:21]([N:23]1[CH2:28][CH2:27][C:26]2([C:36]3[C:31](=[CH:32][CH:33]=[CH:34][CH:35]=3)[CH:30]=[C:29]2[CH3:37])[CH2:25][CH2:24]1)=[O:22])[C:2]1[CH:7]=[CH:6][CH:5]=[CH:4][CH:3]=1.[CH3:38][S:39]([NH2:42])(=[O:41])=[O:40], predict the reaction product. The product is: [CH2:1]([NH:8][C:9]1[N:14]2[N:15]=[CH:16][C:17]([C:18]([NH:42][S:39]([CH3:38])(=[O:41])=[O:40])=[O:19])=[C:13]2[N:12]=[CH:11][C:10]=1[C:21]([N:23]1[CH2:24][CH2:25][C:26]2([C:36]3[C:31](=[CH:32][CH:33]=[CH:34][CH:35]=3)[CH:30]=[C:29]2[CH3:37])[CH2:27][CH2:28]1)=[O:22])[C:2]1[CH:3]=[CH:4][CH:5]=[CH:6][CH:7]=1. (3) Given the reactants [F:1][C@H:2]1[CH2:6][N:5](C(OC(C)(C)C)=O)[C@H:4]([C:14](=[O:34])[NH:15][CH2:16][C:17]2[CH:22]=[C:21]([C:23]3[CH:28]=[CH:27][C:26]([C:29]([F:32])([F:31])[F:30])=[CH:25][N:24]=3)[CH:20]=[C:19]([F:33])[N:18]=2)[CH2:3]1.[ClH:35], predict the reaction product. The product is: [ClH:35].[F:1][C@H:2]1[CH2:6][NH:5][C@H:4]([C:14]([NH:15][CH2:16][C:17]2[CH:22]=[C:21]([C:23]3[CH:28]=[CH:27][C:26]([C:29]([F:31])([F:30])[F:32])=[CH:25][N:24]=3)[CH:20]=[C:19]([F:33])[N:18]=2)=[O:34])[CH2:3]1. (4) Given the reactants [C:1]([CH2:3][O:4][C:5]1[CH:6]=[C:7]([CH3:15])[C:8]([C:11]([O:13]C)=[O:12])=[N:9][CH:10]=1)#[N:2].[I-].[Na+].Cl[Si](C)(C)C, predict the reaction product. The product is: [C:1]([CH2:3][O:4][C:5]1[CH:6]=[C:7]([CH3:15])[C:8]([C:11]([OH:13])=[O:12])=[N:9][CH:10]=1)#[N:2]. (5) Given the reactants [CH3:1][C:2]1([CH3:20])[O:7][CH:6]([CH2:8][C:9]([O:11]CC)=[O:10])[CH2:5][CH:4]([C:14]#[C:15][Si](C)(C)C)[O:3]1.[OH-].[Na+], predict the reaction product. The product is: [C:14]([CH:4]1[O:3][C:2]([CH3:20])([CH3:1])[O:7][CH:6]([CH2:8][C:9]([OH:11])=[O:10])[CH2:5]1)#[CH:15]. (6) Given the reactants [CH3:1][O:2][C:3]([C@@H:5]([N:13]1[CH2:21][C:17]2[CH:18]=[CH:19][S:20][C:16]=2[CH2:15][CH2:14]1)[C:6]1[CH:7]=[CH:8][CH:9]=[CH:10][C:11]=1[Cl:12])=[O:4].CC1(C)C2(CS(O)(=O)=O)C(CC1CC2)=O.[S:37](=[O:41])(=[O:40])([OH:39])[OH:38], predict the reaction product. The product is: [CH3:1][O:2][C:3]([C@@H:5]([N:13]1[CH2:21][C:17]2[CH:18]=[CH:19][S:20][C:16]=2[CH2:15][CH2:14]1)[C:6]1[C:11]([Cl:12])=[CH:10][CH:9]=[CH:8][CH:7]=1)=[O:4].[OH:40][S:37]([OH:41])(=[O:39])=[O:38]. (7) Given the reactants [C:1]1(=[O:8])[O:7][C:5](=[O:6])[CH:4]=[C:2]1[CH3:3].[NH2:9][C:10]1[CH:15]=[CH:14][CH:13]=[CH:12][CH:11]=1, predict the reaction product. The product is: [CH3:3][C:2]([C:1](=[O:8])[NH:9][C:10]1[CH:15]=[CH:14][CH:13]=[CH:12][CH:11]=1)=[CH:4][C:5]([OH:7])=[O:6]. (8) Given the reactants [NH:1]([CH2:3][C:4]([OH:6])=[O:5])[CH3:2].[C:7]([O:13][CH2:14][CH2:15][O:16][C:17](ON1C(=O)CCC1=O)=[O:18])(=[O:12])[CH2:8][CH2:9][CH2:10][CH3:11], predict the reaction product. The product is: [CH3:2][N:1]([C:17]([O:16][CH2:15][CH2:14][O:13][C:7](=[O:12])[CH2:8][CH2:9][CH2:10][CH3:11])=[O:18])[CH2:3][C:4]([OH:6])=[O:5].